This data is from Full USPTO retrosynthesis dataset with 1.9M reactions from patents (1976-2016). The task is: Predict the reactants needed to synthesize the given product. (1) Given the product [F:5][C:6]1[CH:14]=[CH:13][CH:12]=[C:11]2[C:7]=1[CH2:8][CH:9]([CH3:15])[NH:10]2, predict the reactants needed to synthesize it. The reactants are: C([BH3-])#N.[Na+].[F:5][C:6]1[CH:14]=[CH:13][CH:12]=[C:11]2[C:7]=1[CH:8]=[C:9]([CH3:15])[NH:10]2.O.N. (2) Given the product [F:13][C:11]([F:12])([F:14])[C:9]1[C:8](=[O:15])[NH:7][C:6](=[O:16])[N:5]([CH2:4][CH2:3][CH:2]=[O:1])[CH:10]=1, predict the reactants needed to synthesize it. The reactants are: [OH:1][CH2:2][CH2:3][CH2:4][N:5]1[CH:10]=[C:9]([C:11]([F:14])([F:13])[F:12])[C:8](=[O:15])[NH:7][C:6]1=[O:16].CC(OI1(OC(C)=O)(OC(C)=O)OC(=O)C2C=CC=CC1=2)=O.CCOCC.